Dataset: Full USPTO retrosynthesis dataset with 1.9M reactions from patents (1976-2016). Task: Predict the reactants needed to synthesize the given product. (1) Given the product [Br:1][C:2]1[CH:3]=[CH:4][C:5]2[NH:12][C:13]3[CH:21]=[CH:20][CH:19]=[CH:18][C:14]=3[C:15](=[O:16])[NH:8][C:6]=2[CH:7]=1, predict the reactants needed to synthesize it. The reactants are: [Br:1][C:2]1[CH:3]=[CH:4][C:5](F)=[C:6]([N+:8]([O-])=O)[CH:7]=1.[NH2:12][C:13]1[CH:21]=[CH:20][CH:19]=[CH:18][C:14]=1[C:15](O)=[O:16]. (2) Given the product [Cl:24][C:18]1[CH:19]=[C:20]([Cl:23])[CH:21]=[CH:22][C:17]=1[N:16]1[C@@H:26]([CH3:25])[C@H:27]([C:28]2[CH:33]=[CH:32][CH:31]=[CH:30][CH:29]=2)[C:9]([C:10]([O:12][CH2:13][CH3:14])=[O:11])=[N:15]1, predict the reactants needed to synthesize it. The reactants are: C(N(CC)CC)C.Cl[C:9](=[N:15][NH:16][C:17]1[CH:22]=[CH:21][C:20]([Cl:23])=[CH:19][C:18]=1[Cl:24])[C:10]([O:12][CH2:13][CH3:14])=[O:11].[CH3:25]/[CH:26]=[CH:27]/[C:28]1[CH:33]=[CH:32][CH:31]=[CH:30][CH:29]=1. (3) Given the product [CH:17]([N:16]1[C:15]2[CH:20]=[CH:21][CH:22]=[CH:23][C:14]=2[N:13]=[C:12]1[CH2:8][CH2:9][C:10]#[C:11][C:2]1[CH:7]=[CH:6][CH:5]=[CH:4][N:3]=1)([CH3:19])[CH3:18].[NH:13]1[C:14]2[CH:23]=[CH:22][CH:21]=[CH:20][C:15]=2[N:16]=[CH:12]1, predict the reactants needed to synthesize it. The reactants are: I[C:2]1[CH:7]=[CH:6][CH:5]=[CH:4][N:3]=1.[CH2:8]([C:12]1[N:16]([CH:17]([CH3:19])[CH3:18])[C:15]2[CH:20]=[CH:21][CH:22]=[CH:23][C:14]=2[N:13]=1)[CH2:9][C:10]#[CH:11]. (4) Given the product [F:18][C:19]1[CH:20]=[C:21]2[C:25](=[CH:26][CH:27]=1)[N:24]([NH:28][C:8]([C:7]1[C:2]([CH3:1])=[N:3][C:4]([C:11]3[N:16]=[CH:15][CH:14]=[CH:13][N:12]=3)=[N:5][CH:6]=1)=[O:10])[CH:23]=[C:22]2[CH3:29], predict the reactants needed to synthesize it. The reactants are: [CH3:1][C:2]1[C:7]([C:8]([OH:10])=O)=[CH:6][N:5]=[C:4]([C:11]2[N:16]=[CH:15][CH:14]=[CH:13][N:12]=2)[N:3]=1.[Cl-].[F:18][C:19]1[CH:20]=[C:21]2[C:25](=[CH:26][CH:27]=1)[N:24]([NH3+:28])[CH:23]=[C:22]2[CH3:29].CN1CCOCC1.[Cl-].COC1N=C(OC)N=C([N+]2(C)CCOCC2)N=1. (5) Given the product [Br:1][C:2]1[CH:3]=[C:4]([CH:5]2[C:22]3[C:21](=[O:27])[NH:20][CH2:25][CH2:24][C:23]=3[NH:32][C:7]([CH3:8])=[C:6]2[C:10](=[O:15])[CH2:11][CH:12]([CH3:14])[CH3:13])[CH:16]=[CH:17][C:18]=1[F:19], predict the reactants needed to synthesize it. The reactants are: [Br:1][C:2]1[CH:3]=[C:4]([CH:16]=[CH:17][C:18]=1[F:19])[CH:5]=[C:6]([C:10](=[O:15])[CH2:11][CH:12]([CH3:14])[CH3:13])[C:7](=O)[CH3:8].[NH:20]1[CH2:25][CH2:24][C:23](=O)[CH2:22][C:21]1=[O:27].C([O-])(=O)C.[NH4+:32]. (6) The reactants are: [CH3:1][S:2]([CH2:4][O:5][C:6]1[CH:7]=[C:8]([CH:12]=[CH:13][CH:14]=1)[CH2:9][NH:10][CH3:11])=[O:3].Cl[C:16]1[NH:17][C:18]2[C:23]([C:24](=[O:26])[N:25]=1)=[C:22]([CH3:27])[C:21]([O:28][CH3:29])=[C:20]([O:30][CH3:31])[CH:19]=2.CCN(CC)CC.O. Given the product [CH3:1][S:2]([CH2:4][O:5][C:6]1[CH:7]=[C:8]([CH:12]=[CH:13][CH:14]=1)[CH2:9][N:10]([CH3:11])[C:16]1[NH:17][C:18]2[C:23]([C:24](=[O:26])[N:25]=1)=[C:22]([CH3:27])[C:21]([O:28][CH3:29])=[C:20]([O:30][CH3:31])[CH:19]=2)=[O:3], predict the reactants needed to synthesize it. (7) Given the product [Br:16][C:17]1[CH:34]=[CH:33][CH:32]=[CH:31][C:18]=1[O:19][CH2:20][CH2:21][N:22]([CH2:23][C:24]1[CH:29]=[CH:28][C:27]([F:30])=[CH:26][CH:25]=1)[C:9](=[O:10])[O:11][C:12]([CH3:13])([CH3:14])[CH3:15], predict the reactants needed to synthesize it. The reactants are: [C:9](O[C:9]([O:11][C:12]([CH3:15])([CH3:14])[CH3:13])=[O:10])([O:11][C:12]([CH3:15])([CH3:14])[CH3:13])=[O:10].[Br:16][C:17]1[CH:34]=[CH:33][CH:32]=[CH:31][C:18]=1[O:19][CH2:20][CH2:21][NH:22][CH2:23][C:24]1[CH:29]=[CH:28][C:27]([F:30])=[CH:26][CH:25]=1.